Dataset: CYP2C9 inhibition data for predicting drug metabolism from PubChem BioAssay. Task: Regression/Classification. Given a drug SMILES string, predict its absorption, distribution, metabolism, or excretion properties. Task type varies by dataset: regression for continuous measurements (e.g., permeability, clearance, half-life) or binary classification for categorical outcomes (e.g., BBB penetration, CYP inhibition). Dataset: cyp2c9_veith. The molecule is COCCn1c(=S)[nH]c2cc(C(=O)NC(C)C)ccc2c1=O. The result is 0 (non-inhibitor).